This data is from Reaction yield outcomes from USPTO patents with 853,638 reactions. The task is: Predict the reaction yield, written as a fraction of the theoretical maximum amount of product (1.0 means a 100% yield; for example, 0.34 means a 34% yield). (1) The reactants are [OH:1][C:2]12[CH2:11][CH:6]3[CH2:7][CH:8]([CH2:10][CH:4]([C:5]3=[N:12]O)[CH2:3]1)[CH2:9]2.OCC1(OC[C@@H](O)[C@@H](O)[C@H]1O)O.[H][H]. The catalyst is CCO.[Pd]. The product is [NH2:12][CH:5]1[CH:6]2[CH2:11][C:2]3([OH:1])[CH2:9][CH:8]([CH2:10][CH:4]1[CH2:3]3)[CH2:7]2. The yield is 0.890. (2) The reactants are [F:1][C:2]1[CH:7]=[C:6]([S:8][CH3:9])[CH:5]=[C:4]([F:10])[C:3]=1B1OC(C)(C)C(C)(C)O1.Br[C:21]1[N:26]=[C:25]([C:27]([O:29][CH3:30])=[O:28])[CH:24]=[CH:23][C:22]=1[F:31].CCN(C(C)C)C(C)C.O1CCOCC1. The catalyst is CC(C)([P](C(C)(C)C)([Pd][P](C(C)(C)C)(C(C)(C)C)C(C)(C)C)C(C)(C)C)C.O. The product is [F:10][C:4]1[CH:5]=[C:6]([S:8][CH3:9])[CH:7]=[C:2]([F:1])[C:3]=1[C:21]1[N:26]=[C:25]([C:27]([O:29][CH3:30])=[O:28])[CH:24]=[CH:23][C:22]=1[F:31]. The yield is 0.400. (3) The reactants are [Cl:1][C:2]1[CH:7]=[CH:6][C:5]([C:8]2[C:14]3[CH:15]=[C:16]([OH:19])[CH:17]=[CH:18][C:13]=3[N:12]3[C:20]([CH3:23])=[N:21][N:22]=[C:11]3[C@H:10]([CH2:24][C:25]([NH:27][CH2:28][CH3:29])=[O:26])[N:9]=2)=[CH:4][CH:3]=1.C(=O)([O-])[O-].[K+].[K+].CS(O[CH2:41][CH2:42][O:43][CH2:44][CH2:45][O:46][CH2:47][CH2:48][O:49][CH2:50][CH2:51][O:52][CH2:53][CH2:54][O:55][CH2:56][CH2:57][O:58][CH2:59][CH2:60][O:61][CH2:62][CH2:63][O:64][CH2:65][CH2:66][NH:67][C:68](=[O:74])[O:69][C:70]([CH3:73])([CH3:72])[CH3:71])(=O)=O. No catalyst specified. The product is [C:70]([O:69][C:68](=[O:74])[NH:67][CH2:66][CH2:65][O:64][CH2:63][CH2:62][O:61][CH2:60][CH2:59][O:58][CH2:57][CH2:56][O:55][CH2:54][CH2:53][O:52][CH2:51][CH2:50][O:49][CH2:48][CH2:47][O:46][CH2:45][CH2:44][O:43][CH2:42][CH2:41][O:19][C:16]1[CH:17]=[CH:18][C:13]2[N:12]3[C:20]([CH3:23])=[N:21][N:22]=[C:11]3[C@H:10]([CH2:24][C:25]([NH:27][CH2:28][CH3:29])=[O:26])[N:9]=[C:8]([C:5]3[CH:6]=[CH:7][C:2]([Cl:1])=[CH:3][CH:4]=3)[C:14]=2[CH:15]=1)([CH3:73])([CH3:72])[CH3:71]. The yield is 0.600. (4) The reactants are [Cl:1][C:2]1[C:3]([C:8]([O:10]CC)=[O:9])=[N:4][NH:5][C:6]=1[CH3:7].[OH-].[Na+].Cl. The catalyst is CO.C1COCC1. The product is [Cl:1][C:2]1[C:3]([C:8]([OH:10])=[O:9])=[N:4][NH:5][C:6]=1[CH3:7]. The yield is 0.870. (5) The reactants are [NH2:1][C:2]1[CH:11]=[CH:10][C:5]2[NH:6][C:7](=[O:9])[O:8][C:4]=2[CH:3]=1.[Cl:12][C:13]1[N:18]=[C:17](Cl)[C:16]([CH3:20])=[CH:15][N:14]=1.CO. The catalyst is O. The product is [Cl:12][C:13]1[N:18]=[C:17]([NH:1][C:2]2[CH:11]=[CH:10][C:5]3[NH:6][C:7](=[O:9])[O:8][C:4]=3[CH:3]=2)[C:16]([CH3:20])=[CH:15][N:14]=1. The yield is 0.860. (6) The reactants are [NH:1]1[CH2:6][CH2:5][CH:4]([C:7]2[C:11]3=[C:12]4[CH:18]=[CH:17][NH:16][C:13]4=[N:14][CH:15]=[C:10]3[NH:9][N:8]=2)[CH2:3][CH2:2]1.[CH:19]1([S:22](Cl)(=[O:24])=[O:23])[CH2:21][CH2:20]1.CO. The catalyst is N1C=CC=CC=1. The product is [CH:19]1([S:22]([N:1]2[CH2:6][CH2:5][CH:4]([C:7]3[C:11]4=[C:12]5[CH:18]=[CH:17][NH:16][C:13]5=[N:14][CH:15]=[C:10]4[NH:9][N:8]=3)[CH2:3][CH2:2]2)(=[O:24])=[O:23])[CH2:21][CH2:20]1. The yield is 0.0650. (7) The reactants are [C:1]([C:4]1[C:9](=[O:10])[C:8]([O:11][CH3:12])=[CH:7][N:6]([C:13]2[CH:18]=[CH:17][C:16]([N:19]3[CH:23]=[CH:22][CH:21]=[N:20]3)=[CH:15][C:14]=2[F:24])[N:5]=1)(=O)[CH3:2].[CH3:25]C(O)=O.[F:29][C:30]1[CH:35]=[CH:34][CH:33]=[CH:32][C:31]=1[NH:36][NH2:37]. The catalyst is COC(OC)N(C)C. The product is [F:29][C:30]1[CH:35]=[CH:34][CH:33]=[CH:32][C:31]=1[N:36]1[C:1]([C:4]2[C:9](=[O:10])[C:8]([O:11][CH3:12])=[CH:7][N:6]([C:13]3[CH:18]=[CH:17][C:16]([N:19]4[CH:23]=[CH:22][CH:21]=[N:20]4)=[CH:15][C:14]=3[F:24])[N:5]=2)=[CH:2][CH:25]=[N:37]1. The yield is 0.470.